From a dataset of Full USPTO retrosynthesis dataset with 1.9M reactions from patents (1976-2016). Predict the reactants needed to synthesize the given product. (1) Given the product [N:29]1([NH:35][C:3]([C:4]2[CH:10]=[C:11]([C:13]3[CH:18]=[CH:17][C:16]([O:19][C:20]([F:23])([F:22])[F:21])=[CH:15][CH:14]=3)[N:28]([CH2:27][CH:24]3[CH2:26][CH2:25]3)[C:5]=2[CH3:6])=[O:2])[CH2:34][CH2:33][CH2:32][CH2:31][CH2:30]1, predict the reactants needed to synthesize it. The reactants are: C[O:2][C:3](=O)[CH2:4][C:5](=O)[CH3:6].Br[CH2:10][C:11]([C:13]1[CH:18]=[CH:17][C:16]([O:19][C:20]([F:23])([F:22])[F:21])=[CH:15][CH:14]=1)=O.[CH:24]1([CH2:27][NH2:28])[CH2:26][CH2:25]1.[N:29]1([NH2:35])[CH2:34][CH2:33][CH2:32][CH2:31][CH2:30]1. (2) Given the product [OH:50][CH2:49][C:8]([N:5]1[CH2:6][CH2:7][CH:2]([O:1][C:17]2[CH:24]=[CH:23][C:22]([C:25]3[N:30]=[C:29]([NH:31][C:32]4[CH:37]=[CH:36][C:35]([N:38]5[CH2:43][CH2:42][N:41]([CH:44]6[CH2:47][O:46][CH2:45]6)[CH2:40][CH2:39]5)=[CH:34][CH:33]=4)[N:28]=[CH:27][N:26]=3)=[CH:21][C:18]=2[C:19]#[N:20])[CH:3]([CH3:15])[CH2:4]1)=[O:10], predict the reactants needed to synthesize it. The reactants are: [OH:1][CH:2]1[CH2:7][CH2:6][N:5]([C:8]([O:10]C(C)(C)C)=O)[CH2:4][CH:3]1[CH3:15].F[C:17]1[CH:24]=[CH:23][C:22]([C:25]2[N:30]=[C:29]([NH:31][C:32]3[CH:37]=[CH:36][C:35]([N:38]4[CH2:43][CH2:42][N:41]([CH:44]5[CH2:47][O:46][CH2:45]5)[CH2:40][CH2:39]4)=[CH:34][CH:33]=3)[N:28]=[CH:27][N:26]=2)=[CH:21][C:18]=1[C:19]#[N:20].C(O)(=O)[CH2:49][OH:50]. (3) Given the product [NH:1]1[C:9]2[C:4](=[CH:5][C:6](/[CH:10]=[C:14](/[C:15](=[O:17])[CH3:16])\[C:12]#[N:13])=[CH:7][CH:8]=2)[CH:3]=[N:2]1, predict the reactants needed to synthesize it. The reactants are: [NH:1]1[C:9]2[C:4](=[CH:5][C:6]([CH:10]=O)=[CH:7][CH:8]=2)[CH:3]=[N:2]1.[C:12](/[CH:14]=[C:15](\[O-:17])/[CH3:16])#[N:13].[Na+].C(O)(=O)C.O.